Dataset: Peptide-MHC class II binding affinity with 134,281 pairs from IEDB. Task: Regression. Given a peptide amino acid sequence and an MHC pseudo amino acid sequence, predict their binding affinity value. This is MHC class II binding data. The peptide sequence is ANATVYMIDSVLMPP. The MHC is DRB5_0101 with pseudo-sequence DRB5_0101. The binding affinity (normalized) is 0.614.